Dataset: Forward reaction prediction with 1.9M reactions from USPTO patents (1976-2016). Task: Predict the product of the given reaction. (1) Given the reactants Br[C:2]1[CH:3]=[C:4]2[C:9](=[CH:10][CH:11]=1)[N:8]=[CH:7][C:6]([C:12](=[O:14])[CH3:13])=[C:5]2[NH:15][C:16]1[CH:21]=[CH:20][C:19]([CH2:22][CH2:23][N:24]([CH3:26])[CH3:25])=[CH:18][CH:17]=1.[Cl:27][C:28]1[CH:33]=[C:32](B2OC(C)(C)C(C)(C)O2)[CH:31]=[C:30]([F:43])[C:29]=1[OH:44], predict the reaction product. The product is: [Cl:27][C:28]1[CH:33]=[C:32]([C:2]2[CH:3]=[C:4]3[C:9](=[CH:10][CH:11]=2)[N:8]=[CH:7][C:6]([C:12](=[O:14])[CH3:13])=[C:5]3[NH:15][C:16]2[CH:21]=[CH:20][C:19]([CH2:22][CH2:23][N:24]([CH3:26])[CH3:25])=[CH:18][CH:17]=2)[CH:31]=[C:30]([F:43])[C:29]=1[OH:44]. (2) Given the reactants [F:1][C:2]1[C:7]([CH:8]=[O:9])=[C:6]([I:10])[CH:5]=[CH:4][N:3]=1.C[Si](C)(C)[C:13]([F:16])([F:15])[F:14].Cl.[OH-].[Na+], predict the reaction product. The product is: [F:14][C:13]([F:16])([F:15])[CH:8]([C:7]1[C:2]([F:1])=[N:3][CH:4]=[CH:5][C:6]=1[I:10])[OH:9]. (3) Given the reactants [CH3:1][CH:2]([CH3:38])[CH2:3][C@H:4]([NH:18][C:19](=[O:37])[C@H:20]([CH2:30][C:31]1[CH:36]=[CH:35][CH:34]=[CH:33][CH:32]=1)[NH:21][C:22]([C:24]1[CH:29]=[N:28][CH:27]=[CH:26][N:25]=1)=[O:23])[B:5]1[O:9][C@@H]2C[C@@H]3C[C@H]([C@]2(C)[O:6]1)C3(C)C.Cl.C(B(O)O)C(C)C, predict the reaction product. The product is: [CH3:1][CH:2]([CH3:38])[CH2:3][C@@H:4]([B:5]([OH:9])[OH:6])[NH:18][C:19](=[O:37])[C@@H:20]([NH:21][C:22]([C:24]1[CH:29]=[N:28][CH:27]=[CH:26][N:25]=1)=[O:23])[CH2:30][C:31]1[CH:32]=[CH:33][CH:34]=[CH:35][CH:36]=1. (4) Given the reactants [C:1]1([C:7]2[CH:8]=[C:9]3[C:13](=[C:14]([C:16]([NH2:18])=[O:17])[CH:15]=2)[NH:12][CH:11]=[C:10]3[CH:19]2[CH2:24][CH2:23][NH:22][CH2:21][CH2:20]2)[CH:6]=[CH:5][CH:4]=[CH:3][CH:2]=1.[CH2:25]([S:28](Cl)(=[O:30])=[O:29])[CH2:26][CH3:27], predict the reaction product. The product is: [C:1]1([C:7]2[CH:8]=[C:9]3[C:13](=[C:14]([C:16]([NH2:18])=[O:17])[CH:15]=2)[NH:12][CH:11]=[C:10]3[CH:19]2[CH2:24][CH2:23][N:22]([S:28]([CH2:25][CH2:26][CH3:27])(=[O:30])=[O:29])[CH2:21][CH2:20]2)[CH:2]=[CH:3][CH:4]=[CH:5][CH:6]=1. (5) Given the reactants C(O)(=O)CC(CC(O)=O)(C(O)=O)O.C([Si](C)(C)[O:19][CH2:20][CH2:21][N:22]([C:27]1[CH:32]=[CH:31][C:30](/[CH:33]=[CH:34]/[S:35]([N:38]2[CH2:59][CH2:58][C:41]3([N:45]=[C:44]([C:46]4[CH:51]=[CH:50][CH:49]=[C:48]([O:52][C:53]([F:56])([F:55])[F:54])[CH:47]=4)[NH:43][C:42]3=[O:57])[CH2:40][CH2:39]2)(=[O:37])=[O:36])=[C:29]([CH3:60])[CH:28]=1)[S:23]([CH3:26])(=[O:25])=[O:24])(C)(C)C, predict the reaction product. The product is: [OH:19][CH2:20][CH2:21][N:22]([C:27]1[CH:32]=[CH:31][C:30](/[CH:33]=[CH:34]/[S:35]([N:38]2[CH2:39][CH2:40][C:41]3([N:45]=[C:44]([C:46]4[CH:51]=[CH:50][CH:49]=[C:48]([O:52][C:53]([F:54])([F:55])[F:56])[CH:47]=4)[NH:43][C:42]3=[O:57])[CH2:58][CH2:59]2)(=[O:37])=[O:36])=[C:29]([CH3:60])[CH:28]=1)[S:23]([CH3:26])(=[O:24])=[O:25]. (6) Given the reactants [C:1]([NH:5][C:6]1[CH:7]=[C:8]([CH:35]=[CH:36][CH:37]=1)[O:9][C:10]1[N:11]=[C:12]([NH:21][C:22]2[CH:27]=[CH:26][C:25]([N:28]3[CH2:33][CH2:32][N:31]([CH3:34])[CH2:30][CH2:29]3)=[CH:24][CH:23]=2)[C:13]([C:18]([NH2:20])=[O:19])=[N:14][C:15]=1[CH2:16][CH3:17])(=[O:4])[CH:2]=[CH2:3].[CH3:38][S:39]([OH:42])(=[O:41])=[O:40], predict the reaction product. The product is: [CH3:38][S:39]([OH:42])(=[O:41])=[O:40].[C:1]([NH:5][C:6]1[CH:7]=[C:8]([CH:35]=[CH:36][CH:37]=1)[O:9][C:10]1[N:11]=[C:12]([NH:21][C:22]2[CH:27]=[CH:26][C:25]([N:28]3[CH2:33][CH2:32][N:31]([CH3:34])[CH2:30][CH2:29]3)=[CH:24][CH:23]=2)[C:13]([C:18]([NH2:20])=[O:19])=[N:14][C:15]=1[CH2:16][CH3:17])(=[O:4])[CH:2]=[CH2:3]. (7) The product is: [Br:35][C:32]1[CH:33]=[CH:34][C:29]([NH:28][C:26]([C:25]2[CH:36]=[CH:37][C:38]3[N:39]([CH2:40][CH2:41][N:42]([CH3:44])[CH3:43])[C:20]([NH:19][C:3]4[CH:4]=[C:5]([CH2:6][NH:7][C:8]([C:10]5([C:13]([F:16])([F:15])[F:14])[CH2:12][CH2:11]5)=[O:9])[CH:17]=[CH:18][C:2]=4[Cl:1])=[N:22][C:23]=3[CH:24]=2)=[O:27])=[CH:30][CH:31]=1. Given the reactants [Cl:1][C:2]1[CH:18]=[CH:17][C:5]([CH2:6][NH:7][C:8]([C:10]2([C:13]([F:16])([F:15])[F:14])[CH2:12][CH2:11]2)=[O:9])=[CH:4][C:3]=1[N:19]=[C:20]=S.[NH2:22][C:23]1[CH:24]=[C:25]([CH:36]=[CH:37][C:38]=1[NH:39][CH2:40][CH2:41][N:42]([CH3:44])[CH3:43])[C:26]([NH:28][C:29]1[CH:34]=[CH:33][C:32]([Br:35])=[CH:31][CH:30]=1)=[O:27].CC(C)N=C=NC(C)C, predict the reaction product. (8) Given the reactants [F:1][C:2]1[CH:7]=[CH:6][C:5]([CH2:8][CH2:9][N:10]([CH3:28])[S:11]([C:14]2[C:15]3[CH2:22][CH2:21][CH:20]([O:23][C:24](=[O:26])[CH3:25])[C:19](=O)[C:16]=3[S:17][CH:18]=2)(=[O:13])=[O:12])=[CH:4][CH:3]=1.Cl.[NH2:30][OH:31], predict the reaction product. The product is: [F:1][C:2]1[CH:7]=[CH:6][C:5]([CH2:8][CH2:9][N:10]([CH3:28])[S:11]([C:14]2[C:15]3[CH2:22][CH2:21][CH:20]([O:23][C:24](=[O:26])[CH3:25])/[C:19](=[N:30]/[OH:31])/[C:16]=3[S:17][CH:18]=2)(=[O:13])=[O:12])=[CH:4][CH:3]=1. (9) Given the reactants I[C:2]1[CH:3]=[CH:4][CH:5]=[C:6]2[C:11]=1[N:10]=[CH:9][C:8]([S:12]([C:15]1[CH:20]=[CH:19][CH:18]=[CH:17][CH:16]=1)(=[O:14])=[O:13])=[CH:7]2.[CH3:21][N:22]1[CH2:27][CH2:26][NH:25][CH2:24][CH2:23]1.CC(C)([O-])C.[Na+], predict the reaction product. The product is: [CH3:21][N:22]1[CH2:27][CH2:26][N:25]([C:2]2[CH:3]=[CH:4][CH:5]=[C:6]3[C:11]=2[N:10]=[CH:9][C:8]([S:12]([C:15]2[CH:20]=[CH:19][CH:18]=[CH:17][CH:16]=2)(=[O:14])=[O:13])=[CH:7]3)[CH2:24][CH2:23]1. (10) Given the reactants Cl[S:2]([C:5]1[CH:6]=[C:7]([CH:41]=[CH:42][CH:43]=1)[C:8]([NH:10][C:11]1[S:12][C:13]2[CH2:40][CH2:39][CH2:38][CH2:37][C:14]=2[C:15]=1[C:16]([NH:18][C:19]1[CH:24]=[CH:23][C:22]([CH2:25][CH2:26][C:27]2[CH:36]=[CH:35][C:30]([C:31]([O:33][CH3:34])=[O:32])=[CH:29][CH:28]=2)=[CH:21][CH:20]=1)=[O:17])=[O:9])(=[O:4])=[O:3].[CH:44]1([NH:47][CH:48]2[CH2:53][CH2:52][CH:51]([C:54]([O:56][CH2:57][CH3:58])=[O:55])[CH2:50][CH2:49]2)[CH2:46][CH2:45]1, predict the reaction product. The product is: [CH:44]1([N:47]([CH:48]2[CH2:53][CH2:52][CH:51]([C:54]([O:56][CH2:57][CH3:58])=[O:55])[CH2:50][CH2:49]2)[S:2]([C:5]2[CH:6]=[C:7]([CH:41]=[CH:42][CH:43]=2)[C:8]([NH:10][C:11]2[S:12][C:13]3[CH2:40][CH2:39][CH2:38][CH2:37][C:14]=3[C:15]=2[C:16]([NH:18][C:19]2[CH:24]=[CH:23][C:22]([CH2:25][CH2:26][C:27]3[CH:36]=[CH:35][C:30]([C:31]([O:33][CH3:34])=[O:32])=[CH:29][CH:28]=3)=[CH:21][CH:20]=2)=[O:17])=[O:9])(=[O:4])=[O:3])[CH2:45][CH2:46]1.